From a dataset of Full USPTO retrosynthesis dataset with 1.9M reactions from patents (1976-2016). Predict the reactants needed to synthesize the given product. (1) Given the product [CH2:12]([O:11][C:10]1[C:5]([C:3]([OH:4])=[O:2])=[N:6][C:7]([O:21][CH3:22])=[CH:8][C:9]=1[CH:19]=[CH2:20])[C:13]1[CH:18]=[CH:17][CH:16]=[CH:15][CH:14]=1, predict the reactants needed to synthesize it. The reactants are: C[O:2][C:3]([C:5]1[C:10]([O:11][CH2:12][C:13]2[CH:18]=[CH:17][CH:16]=[CH:15][CH:14]=2)=[C:9]([CH:19]=[CH2:20])[CH:8]=[C:7]([O:21][CH3:22])[N:6]=1)=[O:4].[OH-].[Li+]. (2) Given the product [CH3:28][O:29][C:30](=[O:40])[C:31]1[C:32]([CH3:39])=[CH:33][C:34]([O:15][CH2:14][CH:13]([N:12]2[C:11]3[CH:22]=[C:23]([F:27])[C:24]([F:26])=[CH:25][C:10]=3[N:9]=[C:8]2[C:5]2[CH:6]=[CH:7][C:2]([Cl:1])=[CH:3][CH:4]=2)[CH:16]2[CH2:17][CH2:18][CH2:19][CH2:20][CH2:21]2)=[CH:35][C:36]=1[CH3:37], predict the reactants needed to synthesize it. The reactants are: [Cl:1][C:2]1[CH:7]=[CH:6][C:5]([C:8]2[N:12]([CH:13]([CH:16]3[CH2:21][CH2:20][CH2:19][CH2:18][CH2:17]3)[CH2:14][OH:15])[C:11]3[CH:22]=[C:23]([F:27])[C:24]([F:26])=[CH:25][C:10]=3[N:9]=2)=[CH:4][CH:3]=1.[CH3:28][O:29][C:30](=[O:40])[C:31]1[C:36]([CH3:37])=[CH:35][C:34](O)=[CH:33][C:32]=1[CH3:39].N(C(OC(C)(C)C)=O)=NC(OC(C)(C)C)=O. (3) The reactants are: [H-].[Na+].[Cl:3][C:4]1[CH:9]=[C:8]([O:10][C:11]2[CH:16]=[CH:15][C:14]([Cl:17])=[CH:13][CH:12]=2)[CH:7]=[CH:6][C:5]=1[C:18]([OH:26])([CH3:25])[CH2:19][N:20]1[CH:24]=[N:23][CH:22]=[N:21]1.[CH2:27](Br)[C:28]1[CH:33]=[CH:32][CH:31]=[CH:30][CH:29]=1. Given the product [CH2:27]([O:26][C:18]([C:5]1[CH:6]=[CH:7][C:8]([O:10][C:11]2[CH:12]=[CH:13][C:14]([Cl:17])=[CH:15][CH:16]=2)=[CH:9][C:4]=1[Cl:3])([CH3:25])[CH2:19][N:20]1[CH:24]=[N:23][CH:22]=[N:21]1)[C:28]1[CH:33]=[CH:32][CH:31]=[CH:30][CH:29]=1, predict the reactants needed to synthesize it. (4) Given the product [CH3:20][O:19][C:16]1[CH:17]=[CH:18][C:13]([CH2:12][N:8]2[C:9]3[N:10]=[CH:11][C:2]([N:30]4[C:29](=[O:32])[CH:28]=[CH:27][C:26]([CH3:25])=[N:31]4)=[CH:3][C:4]=3[C:5]3=[N:24][CH:23]=[N:22][N:6]3[C:7]2=[O:21])=[CH:14][CH:15]=1, predict the reactants needed to synthesize it. The reactants are: Br[C:2]1[CH:11]=[N:10][C:9]2[N:8]([CH2:12][C:13]3[CH:18]=[CH:17][C:16]([O:19][CH3:20])=[CH:15][CH:14]=3)[C:7](=[O:21])[N:6]3[N:22]=[CH:23][N:24]=[C:5]3[C:4]=2[CH:3]=1.[CH3:25][C:26]1[CH:27]=[CH:28][C:29](=[O:32])[NH:30][N:31]=1.N[C@@H]1CCCC[C@H]1N.C(=O)([O-])[O-].[Cs+].[Cs+]. (5) Given the product [F:13][C:14]1[CH:19]=[CH:18][C:17]([NH:20][CH:21]2[CH2:26][CH2:25][N:24]([C:10](=[O:12])[CH2:9][C:6]3[CH:5]=[CH:4][C:3]([CH:1]=[O:2])=[CH:8][CH:7]=3)[CH2:23][CH2:22]2)=[CH:16][CH:15]=1, predict the reactants needed to synthesize it. The reactants are: [CH:1]([C:3]1[CH:8]=[CH:7][C:6]([CH2:9][C:10]([OH:12])=O)=[CH:5][CH:4]=1)=[O:2].[F:13][C:14]1[CH:19]=[CH:18][C:17]([NH:20][CH:21]2[CH2:26][CH2:25][NH:24][CH2:23][CH2:22]2)=[CH:16][CH:15]=1.Cl.CN(C)CCCN=C=NCC.ON1C2C=CC=CC=2N=N1. (6) Given the product [CH3:6][O:5][C:3]([C@@H:2]1[O:1][C:21](=[O:22])[N:8]([C:9]2[CH:20]=[CH:19][C:12]3[N:13]([CH3:18])[C:14](=[O:17])[O:15][CH2:16][C:11]=3[CH:10]=2)[CH2:7]1)=[O:4], predict the reactants needed to synthesize it. The reactants are: [OH:1][C@H:2]([CH2:7][NH:8][C:9]1[CH:20]=[CH:19][C:12]2[N:13]([CH3:18])[C:14](=[O:17])[O:15][CH2:16][C:11]=2[CH:10]=1)[C:3]([O:5][CH3:6])=[O:4].[C:21](N1C=CN=C1)(N1C=CN=C1)=[O:22]. (7) Given the product [C:61]([C:64]1[CH:65]=[CH:83][C:84]([C:87]2[CH:88]=[N:89][C:90]([C:93]([F:94])([F:95])[F:96])=[N:91][CH:92]=2)=[CH:85][C:45]=1[CH2:44][NH:43][C:41]([C@@H:28]1[CH2:27][C@@H:26]([F:25])[CH2:30][N:29]1[S:31]([C:34]1[CH:35]=[CH:36][C:37]([F:40])=[CH:38][CH:39]=1)(=[O:33])=[O:32])=[O:42])(=[O:63])[NH2:62], predict the reactants needed to synthesize it. The reactants are: CN(C(ON1N=NC2C=CC=NC1=2)=[N+](C)C)C.F[P-](F)(F)(F)(F)F.[F:25][C@H:26]1[CH2:30][N:29]([S:31]([C:34]2[CH:39]=[CH:38][C:37]([F:40])=[CH:36][CH:35]=2)(=[O:33])=[O:32])[C@H:28]([C:41]([NH:43][CH2:44][C:45]2C=C(B3OC(C)(C)C(C)(C)O3)C=CC=2F)=[O:42])[CH2:27]1.[C:61]([C:64]1C=[CH:85][C:84]([C:87]2[CH:88]=[N:89][C:90]([C:93]([F:96])([F:95])[F:94])=[N:91][CH:92]=2)=[CH:83][C:65]=1CNC([C@@H]1C[C@@H](F)CN1C(OC(C)(C)C)=O)=O)(=[O:63])[NH2:62].CCN(C(C)C)C(C)C.